Predict the reactants needed to synthesize the given product. From a dataset of Full USPTO retrosynthesis dataset with 1.9M reactions from patents (1976-2016). (1) Given the product [OH:8][B:6]1[C:5]2[CH:9]=[CH:10][CH:11]=[CH:12][C:4]=2[CH:3]([CH2:2][NH:1][C:24](=[O:25])[CH2:23][CH2:22][CH:21]([CH3:27])[CH3:20])[O:7]1, predict the reactants needed to synthesize it. The reactants are: [NH2:1][CH2:2][CH:3]1[O:7][B:6]([OH:8])[C:5]2[CH:9]=[CH:10][CH:11]=[CH:12][C:4]1=2.C(N(CC)CC)C.[CH3:20][CH:21]([CH3:27])[CH2:22][CH2:23][C:24](Cl)=[O:25]. (2) Given the product [C:20]([N:23]1[C:31]2[C:26](=[CH:27][C:28]([NH:32][C:15]([C:10]3[C:9]([C:6]4[CH:7]=[CH:8][C:3]([C:2]([F:19])([F:18])[F:1])=[CH:4][CH:5]=4)=[CH:14][CH:13]=[CH:12][CH:11]=3)=[O:16])=[CH:29][CH:30]=2)[CH2:25][CH2:24]1)(=[O:22])[CH3:21], predict the reactants needed to synthesize it. The reactants are: [F:1][C:2]([F:19])([F:18])[C:3]1[CH:8]=[CH:7][C:6]([C:9]2[C:10]([C:15](Cl)=[O:16])=[CH:11][CH:12]=[CH:13][CH:14]=2)=[CH:5][CH:4]=1.[C:20]([N:23]1[C:31]2[C:26](=[CH:27][C:28]([NH2:32])=[CH:29][CH:30]=2)[CH2:25][CH2:24]1)(=[O:22])[CH3:21].C(N(CC)CC)C.C(OCC)(=O)C.